Predict the reaction yield, written as a fraction of the theoretical maximum amount of product (1.0 means a 100% yield; for example, 0.34 means a 34% yield). From a dataset of Reaction yield outcomes from USPTO patents with 853,638 reactions. The reactants are [Br-].[F:2][C:3]1[CH:8]=[CH:7][C:6]([CH2:9][CH2:10][P+](C2C=CC=CC=2)(C2C=CC=CC=2)C2C=CC=CC=2)=[CH:5][CH:4]=1.O=[C:31]1[CH2:36][CH2:35][N:34]([C:37]([O:39][CH2:40][C:41]2[CH:46]=[CH:45][CH:44]=[CH:43][CH:42]=2)=[O:38])[CH2:33][CH2:32]1.O. The catalyst is C1COCC1. The product is [CH2:40]([O:39][C:37]([N:34]1[CH2:35][CH2:36][C:31](=[CH:10][CH2:9][C:6]2[CH:5]=[CH:4][C:3]([F:2])=[CH:8][CH:7]=2)[CH2:32][CH2:33]1)=[O:38])[C:41]1[CH:42]=[CH:43][CH:44]=[CH:45][CH:46]=1. The yield is 0.170.